Predict the reactants needed to synthesize the given product. From a dataset of Full USPTO retrosynthesis dataset with 1.9M reactions from patents (1976-2016). (1) Given the product [CH3:1][O:2][C:3]1[CH:8]=[CH:7][C:6]([NH:9][C:10]2[C:19]3[C:14](=[CH:15][CH:16]=[C:17]([C:20](=[O:23])[NH:21][CH3:22])[CH:18]=3)[N:13]=[CH:12][C:11]=2[C:24]([OH:26])=[O:25])=[CH:5][CH:4]=1, predict the reactants needed to synthesize it. The reactants are: [CH3:1][O:2][C:3]1[CH:8]=[CH:7][C:6]([NH:9][C:10]2[C:19]3[C:14](=[CH:15][CH:16]=[C:17]([C:20](=[O:23])[NH:21][CH3:22])[CH:18]=3)[N:13]=[CH:12][C:11]=2[C:24]([O:26]CC)=[O:25])=[CH:5][CH:4]=1.[OH-].[Li+]. (2) Given the product [CH3:43][NH:44][C:46]([C:31]1[CH:26]=[C:25]([O:24][C:21]2[CH:22]=[CH:23][C:17]3[O:16][C@@H:15]4[C@@H:14]([C:36]([O:37][CH2:2][CH3:3])=[O:39])[C@@H:19]4[C:18]=3[CH:20]=2)[CH:34]=[CH:33][N:32]=1)=[O:47], predict the reactants needed to synthesize it. The reactants are: Cl[C:2]1C=CN=C(C(NC)=O)[CH:3]=1.Cl.N[C@H:14]1[C@H:19]2[C@@H:15]1[O:16][C:17]1[CH:23]=[CH:22][C:21]([O:24][C:25]3[CH:34]=[CH:33][N:32]=[C:31]4[C:26]=3CCC(=O)N4)=[CH:20][C:18]=12.[C:36](=[O:39])([O-])[O-:37].[Cs+].[Cs+].O.[CH3:43][N:44]([CH:46]=[O:47])C. (3) Given the product [CH3:8][C:1]1[CH:6]=[CH:5][C:4]([CH3:7])=[CH:3][C:2]=1[C:9](=[O:13])[CH:10]=[CH2:11], predict the reactants needed to synthesize it. The reactants are: [C:1]1([CH3:8])[CH:6]=[CH:5][C:4]([CH3:7])=[CH:3][CH:2]=1.[C:9](Cl)(=[O:13])[C:10](C)=[CH2:11].[Cl-].[Al+3].[Cl-].[Cl-]. (4) Given the product [Cl:7][C:8]1[C:9]2[C:16]([NH:20][C@H:21]([C@@H:22]([OH:23])[CH3:24])[C:25]([OH:27])=[O:26])=[CH:15][CH:14]=[C:13]([C:18]#[N:19])[C:10]=2[S:11][CH:12]=1, predict the reactants needed to synthesize it. The reactants are: C([O-])([O-])=O.[K+].[K+].[Cl:7][C:8]1[C:9]2[C:16](F)=[CH:15][CH:14]=[C:13]([C:18]#[N:19])[C:10]=2[S:11][CH:12]=1.[NH2:20][C@@H:21]([C:25]([OH:27])=[O:26])[C@H:22]([CH3:24])[OH:23]. (5) Given the product [CH:22]1([NH:29][C:2]2[CH:12]=[CH:11][C:5]([C:6]([O:8][CH2:9][CH3:10])=[O:7])=[CH:4][C:3]=2[N+:13]([O-:15])=[O:14])[CH2:28][CH2:27][CH2:26][CH2:25][CH2:24][CH2:23]1, predict the reactants needed to synthesize it. The reactants are: Cl[C:2]1[CH:12]=[CH:11][C:5]([C:6]([O:8][CH2:9][CH3:10])=[O:7])=[CH:4][C:3]=1[N+:13]([O-:15])=[O:14].C([O-])([O-])=O.[K+].[K+].[CH:22]1([NH2:29])[CH2:28][CH2:27][CH2:26][CH2:25][CH2:24][CH2:23]1. (6) Given the product [C:1]([O:5][C:6]([N:8]1[CH2:13][CH2:12][N:11]([C:23]2[CH:24]=[CH:25][C:26]([C:27]([F:29])([F:30])[F:28])=[C:21]([Cl:20])[N:22]=2)[CH2:10][CH2:9]1)=[O:7])([CH3:4])([CH3:2])[CH3:3], predict the reactants needed to synthesize it. The reactants are: [C:1]([O:5][C:6]([N:8]1[CH2:13][CH2:12][NH:11][CH2:10][CH2:9]1)=[O:7])([CH3:4])([CH3:3])[CH3:2].C([O-])([O-])=O.[K+].[K+].[Cl:20][C:21]1[C:26]([C:27]([F:30])([F:29])[F:28])=[CH:25][CH:24]=[C:23](Cl)[N:22]=1.C1(C)C=CC=CC=1. (7) Given the product [S:59]([OH:63])([OH:62])(=[O:61])=[O:60].[CH2:1]([N:5]([CH2:42][CH2:43][NH:44][CH2:45][CH2:46][C:47]1[C:52]2[O:53][CH2:54][C:55](=[O:57])[NH:56][C:51]=2[C:50]([OH:58])=[CH:49][CH:48]=1)[C:6](=[O:41])[CH2:7][CH2:8][O:9][CH2:10][CH2:11][C:12]1[CH:17]=[CH:16][CH:15]=[C:14]([CH2:18][CH2:19][N:20]2[CH2:40][CH2:39][C:23]3([O:28][CH2:27][CH2:26][N:25]([C:29]([C:31]4[N:32]=[C:33]([CH:36]([CH3:37])[CH3:38])[S:34][CH:35]=4)=[O:30])[CH2:24]3)[CH2:22][CH2:21]2)[CH:13]=1)[CH2:2][CH2:3][CH3:4], predict the reactants needed to synthesize it. The reactants are: [CH2:1]([N:5]([CH2:42][CH2:43][NH:44][CH2:45][CH2:46][C:47]1[C:52]2[O:53][CH2:54][C:55](=[O:57])[NH:56][C:51]=2[C:50]([OH:58])=[CH:49][CH:48]=1)[C:6](=[O:41])[CH2:7][CH2:8][O:9][CH2:10][CH2:11][C:12]1[CH:17]=[CH:16][CH:15]=[C:14]([CH2:18][CH2:19][N:20]2[CH2:40][CH2:39][C:23]3([O:28][CH2:27][CH2:26][N:25]([C:29]([C:31]4[N:32]=[C:33]([CH:36]([CH3:38])[CH3:37])[S:34][CH:35]=4)=[O:30])[CH2:24]3)[CH2:22][CH2:21]2)[CH:13]=1)[CH2:2][CH2:3][CH3:4].[S:59](=[O:63])(=[O:62])([OH:61])[OH:60].O. (8) Given the product [CH2:29]([C:20]1[N:21]([CH2:22][CH:23]2[CH2:28][CH2:27][O:26][CH2:25][CH2:24]2)[C:13]2[C:12]3[CH:11]=[CH:10][C:9]([OH:8])=[CH:18][C:17]=3[N:16]=[CH:15][C:14]=2[N:19]=1)[CH3:30], predict the reactants needed to synthesize it. The reactants are: C([O:8][C:9]1[CH:10]=[CH:11][C:12]2[C:13]3[N:21]([CH2:22][CH:23]4[CH2:28][CH2:27][O:26][CH2:25][CH2:24]4)[C:20]([CH2:29][CH3:30])=[N:19][C:14]=3[CH:15]=[N:16][C:17]=2[CH:18]=1)C1C=CC=CC=1.C(#N)C.